This data is from Reaction yield outcomes from USPTO patents with 853,638 reactions. The task is: Predict the reaction yield, written as a fraction of the theoretical maximum amount of product (1.0 means a 100% yield; for example, 0.34 means a 34% yield). (1) The product is [CH2:1]([O:3][C:4]([C:6]1[S:10][C:9]2[CH:11]=[CH:12][C:13]([C:15]([CH2:16][CH3:17])([C:22]3[CH:23]=[CH:24][C:25]([OH:26])=[C:20]([CH3:27])[CH:21]=3)[CH2:18][CH3:19])=[CH:14][C:8]=2[CH:7]=1)=[O:5])[CH3:2]. The yield is 0.780. The catalyst is B(F)(F)F.CCOCC. The reactants are [CH2:1]([O:3][C:4]([C:6]1[S:10][C:9]2[CH:11]=[CH:12][C:13]([C:15]([CH2:18][CH3:19])=[CH:16][CH3:17])=[CH:14][C:8]=2[CH:7]=1)=[O:5])[CH3:2].[C:20]1([CH3:27])[C:25]([OH:26])=[CH:24][CH:23]=[CH:22][CH:21]=1. (2) The reactants are [CH3:1][C:2]1[O:6][N:5]=[C:4]([C:7]2[CH:12]=[CH:11][N:10]=[CH:9][CH:8]=2)[C:3]=1[CH2:13][O:14][C:15]1[CH:23]=[CH:22][C:18]([C:19]([OH:21])=O)=[CH:17][N:16]=1.COC(=O)C1C=CC(OCC2[C:36]([C:41]3[CH:46]=[CH:45]C=C(F)C=3)=[N:37]OC=2C)=NC=1. No catalyst specified. The product is [CH:41]1([CH2:36][NH:37][C:19](=[O:21])[C:18]2[CH:22]=[CH:23][C:15]([O:14][CH2:13][C:3]3[C:4]([C:7]4[CH:8]=[CH:9][N:10]=[CH:11][CH:12]=4)=[N:5][O:6][C:2]=3[CH3:1])=[N:16][CH:17]=2)[CH2:46][CH2:45]1. The yield is 0.630. (3) The reactants are [NH2:1][C:2]1[C:3]([Cl:13])=[C:4]([CH:9]=[C:10]([Cl:12])[CH:11]=1)[C:5]([O:7][CH3:8])=[O:6].[C:14]1(=O)[CH2:18][CH2:17][CH2:16][CH2:15]1.C(O)(=O)C.C([BH3-])#N.[Na+]. The catalyst is CO. The product is [Cl:13][C:3]1[C:2]([NH:1][CH:14]2[CH2:18][CH2:17][CH2:16][CH2:15]2)=[CH:11][C:10]([Cl:12])=[CH:9][C:4]=1[C:5]([O:7][CH3:8])=[O:6]. The yield is 0.0800. (4) The reactants are [F:1][C:2]([F:20])([F:19])[C:3]([NH:5][CH2:6][C@H:7]1[CH2:11][CH2:10][N:9](C(OC(C)(C)C)=O)[CH2:8]1)=[O:4].[ClH:21]. The catalyst is C(Cl)Cl.O1CCOCC1. The product is [ClH:21].[F:20][C:2]([F:1])([F:19])[C:3]([NH:5][CH2:6][C@H:7]1[CH2:11][CH2:10][NH:9][CH2:8]1)=[O:4]. The yield is 1.12. (5) The reactants are C([O:3][C:4]([C:6]1[C:7]([O:17][CH2:18][C:19]2[CH:24]=[CH:23][C:22]([O:25][CH2:26][C:27]3[N:28]=[C:29]([C:33]4[O:34][CH:35]=[CH:36][CH:37]=4)[O:30][C:31]=3[CH3:32])=[C:21]([O:38][CH3:39])[CH:20]=2)=[N:8][N:9]([CH2:11][C:12](OCC)=[O:13])[CH:10]=1)=O)C.[H-].[Al+3].[Li+].[H-].[H-].[H-].O.O.O.O.O.O.O.O.O.O.S([O-])([O-])(=O)=O.[Na+].[Na+]. The product is [O:34]1[CH:35]=[CH:36][CH:37]=[C:33]1[C:29]1[O:30][C:31]([CH3:32])=[C:27]([CH2:26][O:25][C:22]2[CH:23]=[CH:24][C:19]([CH2:18][O:17][C:7]3[C:6]([CH2:4][OH:3])=[CH:10][N:9]([CH2:11][CH2:12][OH:13])[N:8]=3)=[CH:20][C:21]=2[O:38][CH3:39])[N:28]=1. The yield is 0.700. The catalyst is O1CCCC1.C(OCC)(=O)C. (6) The reactants are [CH3:1][NH:2][C:3]1[CH:8]=[CH:7][C:6]([N+:9]([O-])=O)=[CH:5][CH:4]=1.[C:20](O[C:20]([O:22][C:23]([CH3:26])([CH3:25])[CH3:24])=[O:21])([O:22][C:23]([CH3:26])([CH3:25])[CH3:24])=[O:21].[Cl-].[NH4+]. The catalyst is CN(C1C=CN=CC=1)C.ClCCl.O.[Fe]. The product is [NH2:9][C:6]1[CH:7]=[CH:8][C:3]([N:2]([CH3:1])[C:20](=[O:21])[O:22][C:23]([CH3:24])([CH3:25])[CH3:26])=[CH:4][CH:5]=1. The yield is 0.990. (7) The reactants are [F:1][C:2]([F:30])([F:29])[C:3]([N:5]([CH2:15][CH:16]1[CH2:21][CH2:20][N:19](C(OC(C)(C)C)=O)[CH2:18][CH2:17]1)[C@@H:6]1[CH2:8][C@H:7]1[C:9]1[CH:14]=[CH:13][CH:12]=[CH:11][CH:10]=1)=[O:4].FC(F)(F)C(O)=O. The catalyst is C(Cl)(Cl)Cl. The product is [F:30][C:2]([F:1])([F:29])[C:3]([N:5]([C@@H:6]1[CH2:8][C@H:7]1[C:9]1[CH:14]=[CH:13][CH:12]=[CH:11][CH:10]=1)[CH2:15][CH:16]1[CH2:17][CH2:18][NH:19][CH2:20][CH2:21]1)=[O:4]. The yield is 0.800.